Dataset: Catalyst prediction with 721,799 reactions and 888 catalyst types from USPTO. Task: Predict which catalyst facilitates the given reaction. (1) Reactant: N(C(OCC)=O)=NC(OCC)=O.C1(P(C2C=CC=CC=2)C2C=CC=CC=2)C=CC=CC=1.[CH:32]1[C:44]2[C:43](=[CH:45][CH2:46][OH:47])[C:42]3[C:37](=[CH:38][CH:39]=[CH:40][CH:41]=3)[C:36]=2[CH:35]=[CH:34][CH:33]=1.[CH2:48]([O:50][CH:51]([CH2:57][C:58]1[CH:63]=[CH:62][C:61](O)=[CH:60][CH:59]=1)[C:52]([O:54][CH2:55][CH3:56])=[O:53])[CH3:49]. Product: [CH2:48]([O:50][CH:51]([CH2:57][C:58]1[CH:59]=[CH:60][C:61]([O:47][CH2:46][CH:45]=[C:43]2[C:44]3[CH:32]=[CH:33][CH:34]=[CH:35][C:36]=3[C:37]3[C:42]2=[CH:41][CH:40]=[CH:39][CH:38]=3)=[CH:62][CH:63]=1)[C:52]([O:54][CH2:55][CH3:56])=[O:53])[CH3:49]. The catalyst class is: 20. (2) Reactant: CS(O[CH2:6][CH:7]([NH:20][C:21]([O:23][C:24]([CH3:27])([CH3:26])[CH3:25])=[O:22])[CH2:8][NH:9][C:10]([O:12][CH2:13][C:14]1[CH:19]=[CH:18][CH:17]=[CH:16][CH:15]=1)=[O:11])(=O)=O.[N-:28]=[N+:29]=[N-:30].[Na+]. Product: [N:28]([CH2:6][CH:7]([NH:20][C:21](=[O:22])[O:23][C:24]([CH3:27])([CH3:26])[CH3:25])[CH2:8][NH:9][C:10](=[O:11])[O:12][CH2:13][C:14]1[CH:19]=[CH:18][CH:17]=[CH:16][CH:15]=1)=[N+:29]=[N-:30]. The catalyst class is: 3. (3) Reactant: [C:1]([C:3]1[CH:8]=[CH:7][C:6]([CH:9]=[CH:10][C:11]([O:13][C:14]([CH3:17])([CH3:16])[CH3:15])=[O:12])=[CH:5][C:4]=1[O:18][CH3:19])#[N:2].[H][H]. Product: [C:1]([C:3]1[CH:8]=[CH:7][C:6]([CH2:9][CH2:10][C:11]([O:13][C:14]([CH3:15])([CH3:17])[CH3:16])=[O:12])=[CH:5][C:4]=1[O:18][CH3:19])#[N:2]. The catalyst class is: 78. (4) Reactant: [CH3:1][O:2][C:3](=[O:32])[C@@H:4]([NH:21][C:22]([O:24][CH2:25][C:26]1[CH:31]=[CH:30][CH:29]=[CH:28][CH:27]=1)=[O:23])[CH2:5][C:6]1[CH:11]=[CH:10][C:9]([O:12][CH2:13][C:14]2[CH:19]=[CH:18][CH:17]=[CH:16][CH:15]=2)=[C:8]([OH:20])[CH:7]=1.[N:33]1([C:38](Cl)=[O:39])[CH2:37][CH2:36][CH2:35][CH2:34]1.C(N(CC)CC)C. Product: [CH2:13]([O:12][C:9]1[CH:10]=[CH:11][C:6]([CH2:5][C@H:4]([NH:21][C:22]([O:24][CH2:25][C:26]2[CH:31]=[CH:30][CH:29]=[CH:28][CH:27]=2)=[O:23])[C:3]([O:2][CH3:1])=[O:32])=[CH:7][C:8]=1[O:20][C:38]([N:33]1[CH2:37][CH2:36][CH2:35][CH2:34]1)=[O:39])[C:14]1[CH:19]=[CH:18][CH:17]=[CH:16][CH:15]=1. The catalyst class is: 154.